This data is from Full USPTO retrosynthesis dataset with 1.9M reactions from patents (1976-2016). The task is: Predict the reactants needed to synthesize the given product. (1) Given the product [OH:27][CH2:26][CH2:28][NH:29][C:4]([C:6]1[CH:11]=[CH:10][C:9]([O:12][CH2:13][C:14]2[C:15]([C:20]3[CH:21]=[CH:22][CH:23]=[CH:24][CH:25]=3)=[N:16][O:17][C:18]=2[CH3:19])=[CH:8][N:7]=1)=[O:5], predict the reactants needed to synthesize it. The reactants are: C(O[C:4]([C:6]1[CH:11]=[CH:10][C:9]([O:12][CH2:13][C:14]2[C:15]([C:20]3[CH:25]=[CH:24][CH:23]=[CH:22][CH:21]=3)=[N:16][O:17][C:18]=2[CH3:19])=[CH:8][N:7]=1)=[O:5])C.[CH2:26]([CH2:28][NH2:29])[OH:27].N12CCCNC1=NCCC2.[C@H](O)(C([O-])=O)[C@@H](O)C([O-])=O.[Na+].[K+]. (2) Given the product [CH3:29][O:30][C:31]1[CH:36]=[C:35]([C:8]2[CH:9]=[N:10][C:11]([N:14]3[C:22]4[C:17](=[CH:18][CH:19]=[C:20]([C:23]([O:25][CH3:26])=[O:24])[CH:21]=4)[C:16]([S:27][CH3:28])=[CH:15]3)=[N:12][CH:13]=2)[CH:34]=[CH:33][CH:32]=1, predict the reactants needed to synthesize it. The reactants are: C(=O)([O-])[O-].[Na+].[Na+].Br[C:8]1[CH:9]=[N:10][C:11]([N:14]2[C:22]3[C:17](=[CH:18][CH:19]=[C:20]([C:23]([O:25][CH3:26])=[O:24])[CH:21]=3)[C:16]([S:27][CH3:28])=[CH:15]2)=[N:12][CH:13]=1.[CH3:29][O:30][C:31]1[CH:32]=[C:33](B(O)O)[CH:34]=[CH:35][CH:36]=1.C(O)C. (3) Given the product [O:28]=[C:9]1[C:10]2([C:20]3=[CH:21][C:22]4[O:26][CH2:25][O:24][C:23]=4[CH:27]=[C:19]3[O:18][CH2:17]2)[C:11]2[C:16](=[CH:15][CH:14]=[CH:13][CH:12]=2)[N:8]1[CH2:7][C:5]1[O:6][C:2]([C:35]#[N:36])=[CH:3][CH:4]=1, predict the reactants needed to synthesize it. The reactants are: Br[C:2]1[O:6][C:5]([CH2:7][N:8]2[C:16]3[C:11](=[CH:12][CH:13]=[CH:14][CH:15]=3)[C:10]3([C:20]4=[CH:21][C:22]5[O:26][CH2:25][O:24][C:23]=5[CH:27]=[C:19]4[O:18][CH2:17]3)[C:9]2=[O:28])=[CH:4][CH:3]=1.BrC1SC([CH2:35][N:36]2C3C(=CC=CC=3)C3(C4=CC5OCOC=5C=C4OC3)C2=O)=CC=1. (4) The reactants are: [CH3:1][NH:2][C:3]1([C:10]2[CH:11]=[CH:12][CH:13]=[CH:14][C:15]=2[Cl:16])[C:8](=[O:9])[CH2:7][CH2:6][CH2:5][CH2:4]1.Cl.CCOCCOCCO. Given the product [CH3:1][NH:2][C:3]1([C:10]2[CH:11]=[CH:12][CH:13]=[CH:14][C:15]=2[Cl:16])[C:8](=[O:9])[CH2:7][CH2:6][CH2:5][CH2:4]1, predict the reactants needed to synthesize it. (5) Given the product [CH3:11][O:12][C:13](=[O:23])[CH2:14][C:15]1[CH:20]=[CH:19][C:18]([O:21][CH2:2][C:3]2[CH:10]=[CH:9][CH:8]=[CH:7][C:4]=2[CH:5]=[O:6])=[C:17]([I:22])[CH:16]=1, predict the reactants needed to synthesize it. The reactants are: Br[CH2:2][C:3]1[CH:10]=[CH:9][CH:8]=[CH:7][C:4]=1[CH:5]=[O:6].[CH3:11][O:12][C:13](=[O:23])[CH2:14][C:15]1[CH:20]=[CH:19][C:18]([OH:21])=[C:17]([I:22])[CH:16]=1.C([O-])([O-])=O.[K+].[K+].N[C@H](C(O)=O)CC1C=C2C(C=CC=C2)=CC=1. (6) The reactants are: [O:1]1[CH:5]=[C:4]([C:6]([OH:8])=O)[N:3]=[CH:2]1.O1CCCC1.C(Cl)(=O)C(Cl)=O.[NH2:20][C:21]1[CH:22]=[C:23]([CH:40]=[CH:41][CH:42]=1)[O:24][C:25]1[CH:26]=[CH:27][C:28]2[N:29]([N:31]=[C:32]([NH:34][C:35]([CH:37]3[CH2:39][CH2:38]3)=[O:36])[N:33]=2)[CH:30]=1. Given the product [CH:37]1([C:35]([NH:34][C:32]2[N:33]=[C:28]3[CH:27]=[CH:26][C:25]([O:24][C:23]4[CH:22]=[C:21]([NH:20][C:6]([C:4]5[N:3]=[CH:2][O:1][CH:5]=5)=[O:8])[CH:42]=[CH:41][CH:40]=4)=[CH:30][N:29]3[N:31]=2)=[O:36])[CH2:38][CH2:39]1, predict the reactants needed to synthesize it. (7) Given the product [CH:1]1([C:4]2[N:5]=[N:6][S:7][C:8]=2[C:9]2[O:15][C:14](=[O:16])[C:13]3[CH:17]=[CH:18][CH:19]=[CH:20][C:12]=3[N:11]=2)[CH2:3][CH2:2]1, predict the reactants needed to synthesize it. The reactants are: [CH:1]1([C:4]2[N:5]=[N:6][S:7][C:8]=2[C:9]([NH:11][C:12]2[CH:20]=[CH:19][CH:18]=[CH:17][C:13]=2[C:14]([OH:16])=[O:15])=O)[CH2:3][CH2:2]1.C(N(CC)CC)C.[I-].ClC1C=CC=C[N+]=1C.